From a dataset of Full USPTO retrosynthesis dataset with 1.9M reactions from patents (1976-2016). Predict the reactants needed to synthesize the given product. Given the product [NH2:11][C:9]([CH2:8][C:3]1[CH:4]=[CH:5][CH:6]=[CH:7][C:2]=1[O:1][C:19]([CH3:28])([CH3:27])[C:20]([O:22][C:23]([CH3:26])([CH3:25])[CH3:24])=[O:21])=[O:10], predict the reactants needed to synthesize it. The reactants are: [OH:1][C:2]1[CH:7]=[CH:6][CH:5]=[CH:4][C:3]=1[CH2:8][C:9]([NH2:11])=[O:10].C(=O)([O-])[O-].[K+].[K+].Br[C:19]([CH3:28])([CH3:27])[C:20]([O:22][C:23]([CH3:26])([CH3:25])[CH3:24])=[O:21].O.